This data is from Forward reaction prediction with 1.9M reactions from USPTO patents (1976-2016). The task is: Predict the product of the given reaction. Given the reactants [CH2:1]([CH:4]([CH2:7][CH2:8][CH2:9][CH2:10][CH3:11])[CH2:5][OH:6])[CH2:2][CH3:3].[OH:12][C:13]([CH2:15][CH2:16][CH2:17][CH2:18][CH2:19][CH2:20][CH2:21][CH2:22][CH3:23])=O, predict the reaction product. The product is: [O:6]([CH2:5][CH:4]([CH2:1][CH2:2][CH3:3])[CH2:7][CH2:8][CH2:9][CH2:10][CH3:11])[C:13]([CH2:15][CH2:16][CH2:17][CH2:18][CH2:19][CH2:20][CH2:21][CH2:22][CH3:23])=[O:12].